Regression. Given a peptide amino acid sequence and an MHC pseudo amino acid sequence, predict their binding affinity value. This is MHC class II binding data. From a dataset of Peptide-MHC class II binding affinity with 134,281 pairs from IEDB. (1) The peptide sequence is GEPIRFLLSYGEKDF. The MHC is DRB1_0802 with pseudo-sequence DRB1_0802. The binding affinity (normalized) is 0.503. (2) The peptide sequence is TFKVAATAANAAPAN. The MHC is DRB1_0901 with pseudo-sequence DRB1_0901. The binding affinity (normalized) is 0.438. (3) The peptide sequence is MRRLADQSLPPNFSC. The MHC is DRB1_1501 with pseudo-sequence DRB1_1501. The binding affinity (normalized) is 0.198. (4) The peptide sequence is MQDLELSWNLNGLQAY. The MHC is HLA-DQA10101-DQB10501 with pseudo-sequence HLA-DQA10101-DQB10501. The binding affinity (normalized) is 0.688. (5) The peptide sequence is EDDLADICFDGEEET. The MHC is DRB1_0101 with pseudo-sequence DRB1_0101. The binding affinity (normalized) is 0.178. (6) The peptide sequence is PPPPQLGASPYKLGP. The MHC is DRB1_0701 with pseudo-sequence DRB1_0701. The binding affinity (normalized) is 0.221. (7) The peptide sequence is EFQVVNPHLLRVLTE. The MHC is DRB1_1302 with pseudo-sequence DRB1_1302. The binding affinity (normalized) is 0.393. (8) The peptide sequence is MYLGTCKTLTPLMSS. The MHC is DRB1_0405 with pseudo-sequence DRB1_0405. The binding affinity (normalized) is 0.430.